From a dataset of HIV replication inhibition screening data with 41,000+ compounds from the AIDS Antiviral Screen. Binary Classification. Given a drug SMILES string, predict its activity (active/inactive) in a high-throughput screening assay against a specified biological target. (1) The drug is CSc1nnc([C-](C#N)C#N)nn1.[Na+]. The result is 0 (inactive). (2) The result is 0 (inactive). The drug is O=C1c2ccc([N+](=O)[O-])cc2N(C(=O)OCc2ccccc2)C(O)C2CCCN12. (3) The molecule is NC(=O)C1CC2(C1)CC(C(N)=O)C2. The result is 0 (inactive).